From a dataset of Peptide-MHC class I binding affinity with 185,985 pairs from IEDB/IMGT. Regression. Given a peptide amino acid sequence and an MHC pseudo amino acid sequence, predict their binding affinity value. This is MHC class I binding data. The peptide sequence is KTYRYAFSK. The MHC is HLA-A30:01 with pseudo-sequence HLA-A30:01. The binding affinity (normalized) is 0.714.